This data is from hERG potassium channel inhibition data for cardiac toxicity prediction from Karim et al.. The task is: Regression/Classification. Given a drug SMILES string, predict its toxicity properties. Task type varies by dataset: regression for continuous values (e.g., LD50, hERG inhibition percentage) or binary classification for toxic/non-toxic outcomes (e.g., AMES mutagenicity, cardiotoxicity, hepatotoxicity). Dataset: herg_karim. (1) The compound is N#Cc1cnc(N2CCC(Nc3c(C(N)=O)cnc4[nH]ccc34)CC2)cn1. The result is 0 (non-blocker). (2) The molecule is Cc1nc(C(=O)N[C@@H]2CC(C)(C)Oc3nc(-c4ccc(Cl)cc4Cl)c(-c4ccc(Cl)cc4)cc32)n[nH]1. The result is 1 (blocker). (3) The molecule is O=C(O)c1cccnc1N1CCC(CN2CCC(Oc3ccc(Cl)c(Cl)c3)CC2)CC1. The result is 0 (non-blocker). (4) The drug is CC#CCn1c(N2CCCNCC2)c(C#N)c2c1c(=O)n(Cc1c(C#N)cnc3ccccc13)c(=O)n2C. The result is 1 (blocker).